This data is from Full USPTO retrosynthesis dataset with 1.9M reactions from patents (1976-2016). The task is: Predict the reactants needed to synthesize the given product. (1) Given the product [CH2:17]([O:24][CH:25]1[CH2:30][CH2:29][N:28]([C:13]([C:9]2[NH:10][C:11]3[CH:12]=[C:4]4[O:3][C:2](=[O:1])[NH:16][C:5]4=[CH:6][C:7]=3[CH:8]=2)=[O:15])[CH2:27][CH2:26]1)[C:18]1[CH:19]=[CH:20][CH:21]=[CH:22][CH:23]=1, predict the reactants needed to synthesize it. The reactants are: [O:1]=[C:2]1[NH:16][C:5]2=[CH:6][C:7]3[CH:8]=[C:9]([C:13]([OH:15])=O)[NH:10][C:11]=3[CH:12]=[C:4]2[O:3]1.[CH2:17]([O:24][CH:25]1[CH2:30][CH2:29][NH:28][CH2:27][CH2:26]1)[C:18]1[CH:23]=[CH:22][CH:21]=[CH:20][CH:19]=1. (2) Given the product [O:19]=[C:13]([C:7]1[CH:12]=[CH:11][CH:10]=[CH:9][N:8]=1)[C:14]([O:16][CH2:17][CH3:18])=[O:15], predict the reactants needed to synthesize it. The reactants are: C([Li])CCC.Br[C:7]1[CH:12]=[CH:11][CH:10]=[CH:9][N:8]=1.[C:13](OCC)(=[O:19])[C:14]([O:16][CH2:17][CH3:18])=[O:15]. (3) Given the product [F:12][C:7]1[CH:6]=[C:5]([C@@H:2]2[CH2:1][C@H:3]2[NH:4][C:31]2[C:32]3[N:43]=[N:42][N:41]([C@H:44]4[C@@H:48]5[O:49][C:50]([CH3:52])([CH3:53])[O:51][C@@H:47]5[C@@H:46]([O:54][CH2:55][CH2:56][OH:57])[CH2:45]4)[C:33]=3[N:34]=[C:35]([S:37][CH2:38][CH2:39][CH3:40])[N:36]=2)[CH:10]=[CH:9][C:8]=1[F:11], predict the reactants needed to synthesize it. The reactants are: [CH2:1]1[C@@H:3]([NH3+:4])[C@H:2]1[C:5]1[CH:10]=[CH:9][C:8]([F:11])=[C:7]([F:12])[CH:6]=1.C1C=CC(C(O)C([O-])=O)=CC=1.C(=O)([O-])[O-].[K+].[K+].Cl[C:31]1[C:32]2[N:43]=[N:42][N:41]([C@H:44]3[C@@H:48]4[O:49][C:50]([CH3:53])([CH3:52])[O:51][C@@H:47]4[C@@H:46]([O:54][CH2:55][CH2:56][OH:57])[CH2:45]3)[C:33]=2[N:34]=[C:35]([S:37][CH2:38][CH2:39][CH3:40])[N:36]=1. (4) Given the product [C:18]([O:22][C:23]([N:25]1[CH2:35][CH2:34][C:28]2[N:29]=[C:30]([NH:33][C:11](=[O:13])[C:10]3[CH:14]=[C:15]([Cl:17])[CH:16]=[C:8]([Cl:7])[CH:9]=3)[N:31]=[CH:32][C:27]=2[CH2:26]1)=[O:24])([CH3:21])([CH3:19])[CH3:20], predict the reactants needed to synthesize it. The reactants are: C(Cl)(=O)C(Cl)=O.[Cl:7][C:8]1[CH:9]=[C:10]([CH:14]=[C:15]([Cl:17])[CH:16]=1)[C:11]([OH:13])=O.[C:18]([O:22][C:23]([N:25]1[CH2:35][CH2:34][C:28]2[N:29]=[C:30]([NH2:33])[N:31]=[CH:32][C:27]=2[CH2:26]1)=[O:24])([CH3:21])([CH3:20])[CH3:19].[OH-].[Na+]. (5) Given the product [O:1]1[C:5]2[CH:6]=[CH:7][C:8]([CH2:10][C:28]([C:29]3[CH:34]=[CH:33][N:32]=[C:31]([CH3:35])[N:30]=3)=[O:44])=[CH:9][C:4]=2[O:3][CH2:2]1, predict the reactants needed to synthesize it. The reactants are: [O:1]1[C:5]2[CH:6]=[CH:7][C:8]([CH:10]=O)=[CH:9][C:4]=2[O:3][CH2:2]1.C1(OP([CH:28](NC2C=CC=CC=2)[C:29]2[CH:34]=[CH:33][N:32]=[C:31]([CH3:35])[N:30]=2)(=O)OC2C=CC=CC=2)C=CC=CC=1.C([O-])([O-])=[O:44].[Cs+].[Cs+].Cl.